Dataset: Catalyst prediction with 721,799 reactions and 888 catalyst types from USPTO. Task: Predict which catalyst facilitates the given reaction. (1) Reactant: Cl[C:2]1[C:7]([N+:8]([O-:10])=[O:9])=[CH:6][N:5]=[C:4]2[CH:11]=[CH:12][S:13][C:3]=12.Cl.[CH2:15]([O:17][C:18](=[O:27])[CH2:19][C@H:20]1[CH2:25][CH2:24][C@H:23]([NH2:26])[CH2:22][CH2:21]1)[CH3:16].C(N(CC)CC)C. Product: [N+:8]([C:7]1[C:2]([NH:26][C@H:23]2[CH2:22][CH2:21][C@H:20]([CH2:19][C:18]([O:17][CH2:15][CH3:16])=[O:27])[CH2:25][CH2:24]2)=[C:3]2[S:13][CH:12]=[CH:11][C:4]2=[N:5][CH:6]=1)([O-:10])=[O:9]. The catalyst class is: 32. (2) Reactant: [CH2:1]([CH:3]1[C:7]2[C:8]([O:12][C:13]3[N:18]=[CH:17][C:16]([NH2:19])=[CH:15][CH:14]=3)=[CH:9][CH:10]=[CH:11][C:6]=2[CH2:5][O:4]1)[CH3:2].CCN(C(C)C)C(C)C.[CH3:29][C:30]([O:33][C:34]([NH:36][C:37]([CH3:42])([C:39](O)=[O:40])[CH3:38])=[O:35])([CH3:32])[CH3:31].CN(C(ON1N=NC2C=CC=CC1=2)=[N+](C)C)C.[B-](F)(F)(F)F. Product: [CH2:1]([CH:3]1[C:7]2[C:8]([O:12][C:13]3[N:18]=[CH:17][C:16]([NH:19][C:39](=[O:40])[C:37]([NH:36][C:34](=[O:35])[O:33][C:30]([CH3:32])([CH3:31])[CH3:29])([CH3:42])[CH3:38])=[CH:15][CH:14]=3)=[CH:9][CH:10]=[CH:11][C:6]=2[CH2:5][O:4]1)[CH3:2]. The catalyst class is: 9. (3) Reactant: [Cl:1][C:2]1[C:6]([C:7](Cl)=[O:8])=[C:5]([Cl:10])[N:4]([CH3:11])[N:3]=1.[CH3:12][C:13]1([C:19]2[S:20][CH:21]=[C:22]([CH2:24][P:25](=[O:32])([O:29][CH2:30][CH3:31])[O:26][CH2:27][CH3:28])[N:23]=2)[CH2:18][CH2:17][CH2:16][CH2:15][CH2:14]1.CC(C)([O-])C.[K+].O. Product: [Cl:1][C:2]1[C:6]([C:7](=[O:8])[CH:24]([C:22]2[N:23]=[C:19]([C:13]3([CH3:12])[CH2:18][CH2:17][CH2:16][CH2:15][CH2:14]3)[S:20][CH:21]=2)[P:25]([O:29][CH2:30][CH3:31])([O:26][CH2:27][CH3:28])=[O:32])=[C:5]([Cl:10])[N:4]([CH3:11])[N:3]=1. The catalyst class is: 7. (4) Reactant: C[O:2][C:3](=[O:17])[C@@H:4]1[CH2:8][C@@H:7]([OH:9])[CH2:6][N:5]1[C:10]([O:12][C:13]([CH3:16])(C)C)=[O:11].N1[CH:22]=[CH:21]N=C1.[Si](Cl)([C:26](C)([CH3:28])[CH3:27])(C)C. Product: [OH:9][C@H:7]1[CH2:6][N:5]([C:10]([O:12][CH2:13][C:16]2[CH:22]=[CH:21][CH:28]=[CH:26][CH:27]=2)=[O:11])[C@H:4]([C:3]([OH:2])=[O:17])[CH2:8]1. The catalyst class is: 3. (5) Reactant: [CH:1]1[N:16]2[C:17]3[C:8]([C:9](=[O:18])[C:10]4[CH:11]=[CH:12][CH:13]=[CH:14][C:15]=42)=[CH:7][CH:6]=[CH:5][C:4]=3[C:3](=[O:19])[N:2]=1. Product: [CH2:1]1[N:16]2[C:17]3[C:8]([C:9](=[O:18])[C:10]4[CH:11]=[CH:12][CH:13]=[CH:14][C:15]=42)=[CH:7][CH:6]=[CH:5][C:4]=3[C:3](=[O:19])[NH:2]1. The catalyst class is: 6. (6) Reactant: [NH2:1][CH:2]1[CH2:6][N:5]([C:7]2[CH:8]=[N:9][N:10]3[CH2:15][C@H:14]([CH3:16])[N:13]([C:17]([NH:19][C:20]4[CH:25]=[C:24]([F:26])[C:23]([F:27])=[C:22]([F:28])[CH:21]=4)=[O:18])[CH2:12][C:11]=23)[C:4](=[O:29])[CH2:3]1.CCN(CC)CC.[Cl:37][CH2:38][CH2:39][CH2:40][C:41](Cl)=[O:42]. Product: [Cl:37][CH2:38][CH2:39][CH2:40][C:41]([NH:1][CH:2]1[CH2:6][N:5]([C:7]2[CH:8]=[N:9][N:10]3[CH2:15][C@H:14]([CH3:16])[N:13]([C:17]([NH:19][C:20]4[CH:21]=[C:22]([F:28])[C:23]([F:27])=[C:24]([F:26])[CH:25]=4)=[O:18])[CH2:12][C:11]=23)[C:4](=[O:29])[CH2:3]1)=[O:42]. The catalyst class is: 2.